This data is from Peptide-MHC class II binding affinity with 134,281 pairs from IEDB. The task is: Regression. Given a peptide amino acid sequence and an MHC pseudo amino acid sequence, predict their binding affinity value. This is MHC class II binding data. (1) The peptide sequence is RYANPIAFFRKEPLK. The MHC is HLA-DQA10401-DQB10402 with pseudo-sequence HLA-DQA10401-DQB10402. The binding affinity (normalized) is 0.223. (2) The peptide sequence is WGAIWRIDTPDKLTGPFTVR. The MHC is HLA-DPA10301-DPB10402 with pseudo-sequence HLA-DPA10301-DPB10402. The binding affinity (normalized) is 0.217. (3) The peptide sequence is PGESRHTSDHMSIYK. The MHC is DRB3_0202 with pseudo-sequence DRB3_0202. The binding affinity (normalized) is 0. (4) The peptide sequence is QQIKFAALSARAVAL. The MHC is DRB3_0101 with pseudo-sequence DRB3_0101. The binding affinity (normalized) is 0.425. (5) The peptide sequence is LECQVQTAVDFGNSY. The MHC is DRB1_1301 with pseudo-sequence DRB1_1301. The binding affinity (normalized) is 0.648.